This data is from Reaction yield outcomes from USPTO patents with 853,638 reactions. The task is: Predict the reaction yield, written as a fraction of the theoretical maximum amount of product (1.0 means a 100% yield; for example, 0.34 means a 34% yield). (1) The reactants are Cl[C:2]1[CH:7]=[C:6]([O:8][C:9]2[C:10]([CH3:18])=[N:11][C:12]([N+:15]([O-:17])=[O:16])=[CH:13][CH:14]=2)[CH:5]=[CH:4][N:3]=1.[CH:19]1([C:22]([NH2:24])=[O:23])[CH2:21][CH2:20]1.C([O-])([O-])=O.[Cs+].[Cs+]. The catalyst is O1CCOCC1.C1C=CC(/C=C/C(/C=C/C2C=CC=CC=2)=O)=CC=1.C1C=CC(/C=C/C(/C=C/C2C=CC=CC=2)=O)=CC=1.C1C=CC(/C=C/C(/C=C/C2C=CC=CC=2)=O)=CC=1.[Pd].[Pd].CC(C1C=C(C(C)C)C(C2C=CC=CC=2P(C2CCCCC2)C2CCCCC2)=C(C(C)C)C=1)C. The product is [CH3:18][C:10]1[C:9]([O:8][C:6]2[CH:5]=[CH:4][N:3]=[C:2]([NH:24][C:22]([CH:19]3[CH2:21][CH2:20]3)=[O:23])[CH:7]=2)=[CH:14][CH:13]=[C:12]([N+:15]([O-:17])=[O:16])[N:11]=1. The yield is 0.850. (2) The reactants are [OH:1][C:2]1[CH:9]=[CH:8][C:5]([CH:6]=[O:7])=[CH:4][CH:3]=1.Br[CH2:11][CH2:12][CH2:13][CH2:14][CH2:15][CH2:16][CH2:17][CH2:18][CH2:19][CH2:20][CH2:21][OH:22].OC1C=CC(C=O)=CC=1OC. No catalyst specified. The product is [OH:22][CH2:21][CH2:20][CH2:19][CH2:18][CH2:17][CH2:16][CH2:15][CH2:14][CH2:13][CH2:12][CH2:11][O:1][C:2]1[CH:9]=[CH:8][C:5]([CH:6]=[O:7])=[CH:4][CH:3]=1. The yield is 0.570. (3) The reactants are [H-].[Na+].[C:3]([CH2:5][CH2:6][CH2:7][CH2:8][CH:9]([C:16]([O:18][CH2:19][CH:20]=[CH2:21])=[O:17])[C:10]([O:12][CH2:13][CH:14]=[CH2:15])=[O:11])#[N:4].Br[CH2:23][CH2:24][C:25]1[CH:34]=[CH:33][C:28]([C:29]([O:31][CH3:32])=[O:30])=[CH:27][CH:26]=1.O. The catalyst is CN(C=O)C. The product is [C:3]([CH2:5][CH2:6][CH2:7][CH2:8][C:9]([CH2:23][CH2:24][C:25]1[CH:34]=[CH:33][C:28]([C:29]([O:31][CH3:32])=[O:30])=[CH:27][CH:26]=1)([C:10]([O:12][CH2:13][CH:14]=[CH2:15])=[O:11])[C:16]([O:18][CH2:19][CH:20]=[CH2:21])=[O:17])#[N:4]. The yield is 0.340.